Task: Predict the reaction yield, written as a fraction of the theoretical maximum amount of product (1.0 means a 100% yield; for example, 0.34 means a 34% yield).. Dataset: Reaction yield outcomes from USPTO patents with 853,638 reactions (1) The reactants are FC(F)(F)C(O)=O.[CH3:8][CH:9]([O:11][C:12]1[CH:19]=[CH:18][C:17]([C:20]2[S:21][C:22]([N:25]3[CH:33]=[C:28]4[CH2:29][NH:30][CH2:31][CH2:32][C:27]4=[N:26]3)=[N:23][N:24]=2)=[CH:16][C:13]=1[C:14]#[N:15])[CH3:10].Br[CH2:35][CH2:36][CH2:37][C:38]([O:40][CH2:41][CH3:42])=[O:39]. The catalyst is CN(C=O)C. The product is [C:14]([C:13]1[CH:16]=[C:17]([C:20]2[S:21][C:22]([N:25]3[CH:33]=[C:28]4[CH2:29][N:30]([CH2:35][CH2:36][CH2:37][C:38]([O:40][CH2:41][CH3:42])=[O:39])[CH2:31][CH2:32][C:27]4=[N:26]3)=[N:23][N:24]=2)[CH:18]=[CH:19][C:12]=1[O:11][CH:9]([CH3:8])[CH3:10])#[N:15]. The yield is 1.07. (2) The reactants are [F:1][C:2]1[CH:7]=[CH:6][C:5]([C@H:8]([CH3:21])[CH2:9][N:10]2C(=O)C3C(=CC=CC=3)C2=O)=[CH:4][CH:3]=1.NN. The catalyst is C1(C)C=CC=CC=1. The product is [F:1][C:2]1[CH:3]=[CH:4][C:5]([C@H:8]([CH3:21])[CH2:9][NH2:10])=[CH:6][CH:7]=1. The yield is 0.990. (3) The reactants are [CH2:1]([O:3][C:4]([C:6]1[CH:7]=[N:8][N:9]([C:11]2[N:15]([CH2:16][O:17][CH2:18][CH2:19][O:20][CH3:21])[C:14]3[CH:22]=[C:23]([Cl:31])[C:24]([NH:26][C:27](=[O:30])[CH2:28]Br)=[CH:25][C:13]=3[N:12]=2)[CH:10]=1)=[O:5])[CH3:2].[NH:32]1[CH2:37][CH2:36][O:35][CH2:34][CH2:33]1. The catalyst is ClCCl. The product is [CH2:1]([O:3][C:4]([C:6]1[CH:7]=[N:8][N:9]([C:11]2[N:15]([CH2:16][O:17][CH2:18][CH2:19][O:20][CH3:21])[C:14]3[CH:22]=[C:23]([Cl:31])[C:24]([NH:26][C:27](=[O:30])[CH2:28][N:32]4[CH2:37][CH2:36][O:35][CH2:34][CH2:33]4)=[CH:25][C:13]=3[N:12]=2)[CH:10]=1)=[O:5])[CH3:2]. The yield is 0.960. (4) The reactants are [Cl:1][C:2]1[NH:10][C:9]2[C:8](=[O:11])[N:7]([CH2:12][CH2:13][CH2:14][CH2:15][C:16]([O:18]CC)=[O:17])[C:6](=[O:21])[N:5]([CH2:22][CH3:23])[C:4]=2[N:3]=1.O.[OH-].[Li+]. The catalyst is CO. The product is [Cl:1][C:2]1[NH:10][C:9]2[C:8](=[O:11])[N:7]([CH2:12][CH2:13][CH2:14][CH2:15][C:16]([OH:18])=[O:17])[C:6](=[O:21])[N:5]([CH2:22][CH3:23])[C:4]=2[N:3]=1. The yield is 0.950. (5) The reactants are [Br:1][C:2]1[CH:7]=[CH:6][C:5]([CH2:8][NH2:9])=[CH:4][CH:3]=1.[CH:10]1([C:13](=O)[CH3:14])[CH2:12][CH2:11]1.[BH4-].[Na+]. The catalyst is CO.CC(O[Ti](OC(C)C)(OC(C)C)OC(C)C)C. The product is [Br:1][C:2]1[CH:7]=[CH:6][C:5]([CH2:8][NH:9][CH:13]([CH:10]2[CH2:12][CH2:11]2)[CH3:14])=[CH:4][CH:3]=1. The yield is 0.500. (6) The reactants are C([Sn](CCCC)(CCCC)[C:6]([O:8][CH2:9][CH3:10])=[CH2:7])CCC.Br[C:20]1[S:24][C:23]([C:25]2[S:26][C:27](Br)=[CH:28][N:29]=2)=[N:22][CH:21]=1.[F-].[K+]. The catalyst is CN(C)C=O.CCOCC.Cl[Pd](Cl)([P](C1C=CC=CC=1)(C1C=CC=CC=1)C1C=CC=CC=1)[P](C1C=CC=CC=1)(C1C=CC=CC=1)C1C=CC=CC=1. The product is [CH2:9]([O:8][C:6]([C:20]1[S:24][C:23]([C:25]2[S:26][C:27]([C:6]([O:8][CH2:9][CH3:10])=[CH2:7])=[CH:28][N:29]=2)=[N:22][CH:21]=1)=[CH2:7])[CH3:10]. The yield is 0.960. (7) The reactants are [C:1]([NH:4][CH:5]([C:10]1[CH:15]=[CH:14][CH:13]=[CH:12][CH:11]=1)[CH2:6][C:7]([OH:9])=O)(=[O:3])[CH3:2].C(Cl)CCl.C(N(CC)CC)C.[Cl:27][C:28]1[CH:41]=[CH:40][C:31]([O:32][C:33]2[CH:38]=[CH:37][CH:36]=[CH:35][C:34]=2[NH2:39])=[CH:30][CH:29]=1. The catalyst is CN(C1C=CN=CC=1)C.C(Cl)Cl. The product is [Cl:27][C:28]1[CH:41]=[CH:40][C:31]([O:32][C:33]2[CH:38]=[CH:37][CH:36]=[CH:35][C:34]=2[NH:39][C:7](=[O:9])[CH2:6][CH:5]([NH:4][C:1](=[O:3])[CH3:2])[C:10]2[CH:15]=[CH:14][CH:13]=[CH:12][CH:11]=2)=[CH:30][CH:29]=1. The yield is 0.310.